Predict which catalyst facilitates the given reaction. From a dataset of Catalyst prediction with 721,799 reactions and 888 catalyst types from USPTO. Reactant: [CH:1]1[CH:2]=[CH:3][C:4]([Cl:21])=[C:5]([C:7]2[C:14]3[CH:15]=[C:16]([Cl:19])[CH:17]=[CH:18][C:13]=3[NH:12][C:10](=[O:11])[CH:9]([OH:20])[N:8]=2)[CH:6]=1.C(O)C. Product: [CH:1]1[CH:2]=[CH:3][C:4]([Cl:21])=[C:5]([C:7]2[C:14]3[CH:15]=[C:16]([Cl:19])[CH:17]=[CH:18][C:13]=3[NH:12][C:10](=[O:11])[CH:9]([OH:20])[N:8]=2)[CH:6]=1. The catalyst class is: 4.